From a dataset of Catalyst prediction with 721,799 reactions and 888 catalyst types from USPTO. Predict which catalyst facilitates the given reaction. (1) Reactant: [F:1][C:2]1[CH:3]=[C:4]([C@@:12]([C:21]2[CH:26]=[CH:25][C:24]([F:27])=[CH:23][CH:22]=2)([NH2:20])[CH2:13][C:14]2[CH:19]=[CH:18][CH:17]=[CH:16][CH:15]=2)[CH:5]=[C:6]([C:8]([F:11])([F:10])[F:9])[CH:7]=1.[F:28][C:29]([F:34])([F:33])[C@H:30]1[CH2:32][O:31]1. Product: [F:1][C:2]1[CH:3]=[C:4]([C@@:12]([C:21]2[CH:26]=[CH:25][C:24]([F:27])=[CH:23][CH:22]=2)([NH2:20])[CH2:13][C:14]2[CH:15]=[CH:16][CH:17]=[CH:18][CH:19]=2)[CH:5]=[C:6]([C:8]([F:10])([F:11])[F:9])[CH:7]=1.[F:28][C:29]([F:34])([F:33])[C@H:30]([OH:31])[CH2:32][NH:20][C@@:12]([C:4]1[CH:5]=[C:6]([C:8]([F:10])([F:11])[F:9])[CH:7]=[C:2]([F:1])[CH:3]=1)([C:21]1[CH:26]=[CH:25][C:24]([F:27])=[CH:23][CH:22]=1)[CH2:13][C:14]1[CH:15]=[CH:16][CH:17]=[CH:18][CH:19]=1. The catalyst class is: 10. (2) Reactant: FC(F)(F)C(O)=O.[Br:8][C:9]1[CH:10]=[C:11]2[C:16](=[CH:17][CH:18]=1)[N:15]=[C:14](I)[N:13]=[CH:12]2.[NH2:20][C:21]1[CH:26]=[CH:25][CH:24]=[CH:23][CH:22]=1. Product: [Br:8][C:9]1[CH:10]=[C:11]2[C:16](=[CH:17][CH:18]=1)[N:15]=[C:14]([NH:20][C:21]1[CH:26]=[CH:25][CH:24]=[CH:23][CH:22]=1)[N:13]=[CH:12]2. The catalyst class is: 32. (3) Reactant: [CH3:1][O:2][C:3]1[CH:4]=[CH:5][CH:6]=[C:7]2[C:12]=1[CH:11]=[N:10][C:9]([C:13]([OH:15])=O)=[CH:8]2.[NH:16]1[CH:20]=[CH:19][N:18]=[C:17]1[NH:21][C:22]([C:24]1[C:32]2[NH:31][C:30]([NH2:33])=[N:29][C:28]=2[CH:27]=[CH:26][CH:25]=1)=[O:23].CN(C(ON1N=NC2C=CC=CC1=2)=[N+](C)C)C.F[P-](F)(F)(F)(F)F.CCN(C(C)C)C(C)C. Product: [NH:18]1[CH:19]=[CH:20][N:16]=[C:17]1[NH:21][C:22]([C:24]1[C:32]2[N:31]=[C:30]([NH:33][C:13]([C:9]3[N:10]=[CH:11][C:12]4[C:7]([CH:8]=3)=[CH:6][CH:5]=[CH:4][C:3]=4[O:2][CH3:1])=[O:15])[NH:29][C:28]=2[CH:27]=[CH:26][CH:25]=1)=[O:23]. The catalyst class is: 3.